Dataset: Forward reaction prediction with 1.9M reactions from USPTO patents (1976-2016). Task: Predict the product of the given reaction. (1) Given the reactants C(OP([CH2:9][C:10]#[N:11])(=O)OCC)C.C[Si]([N-][Si](C)(C)C)(C)C.[Li+].[CH3:22][O:23][C:24]1[CH:25]=[C:26]([C:32]([C:34]2[CH:39]=[CH:38][CH:37]=[C:36]([O:40][CH3:41])[CH:35]=2)=O)[CH:27]=[C:28]([O:30][CH3:31])[CH:29]=1, predict the reaction product. The product is: [CH3:22][O:23][C:24]1[CH:25]=[C:26]([C:32]([C:34]2[CH:39]=[CH:38][CH:37]=[C:36]([O:40][CH3:41])[CH:35]=2)=[CH:9][C:10]#[N:11])[CH:27]=[C:28]([O:30][CH3:31])[CH:29]=1. (2) Given the reactants [F:1][C:2]1[CH:7]=[CH:6][C:5]([CH:8]([OH:29])[CH2:9][CH2:10][N:11]2[CH2:16][CH2:15][CH:14]([C:17]3[CH:18]=[C:19]([NH:23][C:24](=[O:28])[CH:25]([CH3:27])[CH3:26])[CH:20]=[CH:21][CH:22]=3)[CH2:13][CH2:12]2)=[CH:4][CH:3]=1.[F:30][C:31]1[C:36]([F:37])=[C:35]([F:38])[C:34]([F:39])=[C:33]([F:40])[C:32]=1O, predict the reaction product. The product is: [F:1][C:2]1[CH:3]=[CH:4][C:5]([CH:8]([O:29][C:32]2[C:33]([F:40])=[C:34]([F:39])[C:35]([F:38])=[C:36]([F:37])[C:31]=2[F:30])[CH2:9][CH2:10][N:11]2[CH2:16][CH2:15][CH:14]([C:17]3[CH:18]=[C:19]([NH:23][C:24](=[O:28])[CH:25]([CH3:26])[CH3:27])[CH:20]=[CH:21][CH:22]=3)[CH2:13][CH2:12]2)=[CH:6][CH:7]=1. (3) Given the reactants Cl[C:2]1[N:7]=[C:6]([NH:8][CH2:9][CH2:10][CH2:11][O:12][C:13]2[CH:14]=[C:15]3[C:19](=[CH:20][CH:21]=2)[C@H:18]([CH2:22][C:23]([O:25][CH2:26][CH3:27])=[O:24])[CH2:17][CH2:16]3)[C:5]([C:28]([F:31])([F:30])[F:29])=[CH:4][CH:3]=1.C(=O)([O-])[O-].[Na+].[Na+].[CH3:38][O:39][C:40]1[CH:45]=[CH:44][C:43](B(O)O)=[CH:42][CH:41]=1.C(Cl)Cl, predict the reaction product. The product is: [CH3:38][O:39][C:40]1[CH:45]=[CH:44][C:43]([C:2]2[N:7]=[C:6]([NH:8][CH2:9][CH2:10][CH2:11][O:12][C:13]3[CH:14]=[C:15]4[C:19](=[CH:20][CH:21]=3)[C@H:18]([CH2:22][C:23]([O:25][CH2:26][CH3:27])=[O:24])[CH2:17][CH2:16]4)[C:5]([C:28]([F:31])([F:29])[F:30])=[CH:4][CH:3]=2)=[CH:42][CH:41]=1. (4) Given the reactants Cl[C:2]1[CH:7]=[C:6]([N:8]2[CH2:13][CH2:12][O:11][CH2:10][CH2:9]2)[N:5]=[C:4]([N:14]2[C:18]3[CH:19]=[CH:20][CH:21]=[CH:22][C:17]=3[N:16]=[C:15]2[CH:23]([F:25])[F:24])[N:3]=1.[CH3:26][N:27]([CH3:47])[CH2:28][CH2:29][CH2:30][O:31][C:32]1[CH:37]=[CH:36][C:35](B2OC(C)(C)C(C)(C)O2)=[CH:34][N:33]=1, predict the reaction product. The product is: [F:24][CH:23]([F:25])[C:15]1[N:14]([C:4]2[N:3]=[C:2]([C:35]3[CH:36]=[CH:37][C:32]([O:31][CH2:30][CH2:29][CH2:28][N:27]([CH3:26])[CH3:47])=[N:33][CH:34]=3)[CH:7]=[C:6]([N:8]3[CH2:13][CH2:12][O:11][CH2:10][CH2:9]3)[N:5]=2)[C:18]2[CH:19]=[CH:20][CH:21]=[CH:22][C:17]=2[N:16]=1. (5) Given the reactants [OH:1][C:2]1[CH:7]=[CH:6][C:5]([C:8](=[O:10])[CH3:9])=[CH:4][C:3]=1[C:11]([F:14])([F:13])[F:12].I[CH2:16][CH3:17].C(=O)([O-])[O-].[Cs+].[Cs+].CN(C)C=O, predict the reaction product. The product is: [CH2:16]([O:1][C:2]1[CH:7]=[CH:6][C:5]([C:8](=[O:10])[CH3:9])=[CH:4][C:3]=1[C:11]([F:12])([F:13])[F:14])[CH3:17]. (6) Given the reactants [NH:1]1[CH:5]=[CH:4][CH:3]=[N:2]1.[O-]CC.[Na+].[CH2:10]([O:12][C:13](=[O:16])[CH2:14]Br)[CH3:11], predict the reaction product. The product is: [CH2:10]([O:12][C:13](=[O:16])[CH2:14][N:1]1[CH:5]=[CH:4][CH:3]=[N:2]1)[CH3:11].